From a dataset of Catalyst prediction with 721,799 reactions and 888 catalyst types from USPTO. Predict which catalyst facilitates the given reaction. (1) Reactant: [C:1](=[NH:25])([O:3][CH2:4][CH2:5][C:6]1[CH:11]=[C:10]([F:12])[C:9]([O:13][C:14]2[CH:15]=[N:16][C:17]([C:20]([F:23])([F:22])[F:21])=[N:18][CH:19]=2)=[C:8]([F:24])[CH:7]=1)[NH2:2].FC(F)(F)C([O-])=O.[CH:33]([CH:35]([CH2:40][C:41]1[CH:42]=[N:43][CH:44]=[N:45][CH:46]=1)[C:36](OC)=O)=[O:34].C([O-])([O-])=O.[K+].[K+]. Product: [F:12][C:10]1[CH:11]=[C:6]([CH:7]=[C:8]([F:24])[C:9]=1[O:13][C:14]1[CH:19]=[N:18][C:17]([C:20]([F:21])([F:22])[F:23])=[N:16][CH:15]=1)[CH2:5][CH2:4][O:3][C:1]1[NH:2][CH:36]=[C:35]([CH2:40][C:41]2[CH:46]=[N:45][CH:44]=[N:43][CH:42]=2)[C:33](=[O:34])[N:25]=1. The catalyst class is: 12. (2) Reactant: [I:1][C:2]1[CH:7]=[CH:6][C:5]([OH:8])=[CH:4][CH:3]=1.CC(C)([O-])C.[K+].[CH3:15][O:16][CH2:17]Cl.O. Product: [CH3:15][O:16][CH2:17][O:8][C:5]1[CH:6]=[CH:7][C:2]([I:1])=[CH:3][CH:4]=1. The catalyst class is: 3. (3) Reactant: C(O[C:4](=[O:19])[CH2:5][CH:6]1[CH2:10][CH2:9][CH2:8][CH:7]1[C:11]1[CH:16]=[CH:15][CH:14]=[C:13]([O:17][CH3:18])[CH:12]=1)C.O. Product: [CH3:18][O:17][C:13]1[CH:12]=[C:11]2[C:16]([C:4](=[O:19])[CH2:5][CH:6]3[CH2:10][CH2:9][CH2:8][CH:7]32)=[CH:15][CH:14]=1. The catalyst class is: 2.